From a dataset of Full USPTO retrosynthesis dataset with 1.9M reactions from patents (1976-2016). Predict the reactants needed to synthesize the given product. Given the product [CH3:1][C:2]1[CH:10]=[CH:9][C:8]2[N:7]([C:19]3[CH:20]=[C:21]4[C:26](=[CH:27][CH:28]=3)[N:25]=[CH:24][N:23]=[C:22]4[OH:29])[C:6]3[CH:11]4[CH2:12][CH2:13][N:14]([CH2:15][C:5]=3[C:4]=2[CH:3]=1)[CH2:16][CH2:17]4, predict the reactants needed to synthesize it. The reactants are: [CH3:1][C:2]1[CH:10]=[CH:9][C:8]2[NH:7][C:6]3[CH:11]4[CH2:17][CH2:16][N:14]([CH2:15][C:5]=3[C:4]=2[CH:3]=1)[CH2:13][CH2:12]4.Br[C:19]1[CH:20]=[C:21]2[C:26](=[CH:27][CH:28]=1)[N:25]=[CH:24][N:23]=[C:22]2[O:29]C.